Dataset: Peptide-MHC class II binding affinity with 134,281 pairs from IEDB. Task: Regression. Given a peptide amino acid sequence and an MHC pseudo amino acid sequence, predict their binding affinity value. This is MHC class II binding data. (1) The peptide sequence is ENGEWAIDFCPGVIRRHHG. The MHC is DRB3_0202 with pseudo-sequence DRB3_0202. The binding affinity (normalized) is 0.433. (2) The peptide sequence is EIYNMVKFRMIAGQE. The MHC is HLA-DQA10301-DQB10302 with pseudo-sequence HLA-DQA10301-DQB10302. The binding affinity (normalized) is 0.382. (3) The peptide sequence is EIYNMVKFRMIAGQE. The binding affinity (normalized) is 0.251. The MHC is HLA-DPA10301-DPB10402 with pseudo-sequence HLA-DPA10301-DPB10402. (4) The peptide sequence is EAGKPGKAGERGPPGPQG. The MHC is HLA-DQA10301-DQB10302 with pseudo-sequence HLA-DQA10301-DQB10302. The binding affinity (normalized) is 0.